This data is from Forward reaction prediction with 1.9M reactions from USPTO patents (1976-2016). The task is: Predict the product of the given reaction. (1) The product is: [Br:13][C:9]1[N:8]=[C:7]([C:2]([NH:1][C:19]([O:18][C:15]([CH3:17])([CH3:16])[CH3:14])=[O:20])([CH3:6])[C:3]([OH:5])=[O:4])[CH:12]=[CH:11][CH:10]=1. Given the reactants [NH2:1][C:2]([C:7]1[CH:12]=[CH:11][CH:10]=[C:9]([Br:13])[N:8]=1)([CH3:6])[C:3]([OH:5])=[O:4].[CH3:14][C:15]([O:18][C:19](O[C:19]([O:18][C:15]([CH3:17])([CH3:16])[CH3:14])=[O:20])=[O:20])([CH3:17])[CH3:16].[OH-].C[N+](C)(C)C, predict the reaction product. (2) Given the reactants [NH2:1][CH2:2][C@@H:3]1[CH2:8][CH2:7][C@H:6]([NH:9][C:10]2[N:19]=[C:18]([N:20]([CH3:22])[CH3:21])[C:17]3[CH2:16][CH2:15][CH2:14][CH2:13][C:12]=3[N:11]=2)[CH2:5][CH2:4]1.CCN(C(C)C)C(C)C.[F:32][C:33]1[CH:34]=[C:35]([CH:39]=[CH:40][C:41]=1[F:42])[C:36]([Cl:38])=[O:37], predict the reaction product. The product is: [ClH:38].[CH3:21][N:20]([CH3:22])[C:18]1[C:17]2[CH2:16][CH2:15][CH2:14][CH2:13][C:12]=2[N:11]=[C:10]([NH:9][C@@H:6]2[CH2:7][CH2:8][C@H:3]([CH2:2][NH:1][C:36](=[O:37])[C:35]3[CH:39]=[CH:40][C:41]([F:42])=[C:33]([F:32])[CH:34]=3)[CH2:4][CH2:5]2)[N:19]=1. (3) Given the reactants N[C:2]1[CH:3]=[CH:4][CH:5]=[C:6]2[C:11]=1[CH:10]=[C:9]([OH:12])[CH:8]=[CH:7]2.[BrH:13].N([O-])=O.[Na+], predict the reaction product. The product is: [Br:13][C:2]1[CH:3]=[CH:4][CH:5]=[C:6]2[C:11]=1[CH:10]=[C:9]([OH:12])[CH:8]=[CH:7]2. (4) Given the reactants C(O)(=O)C.[CH:5]1([CH:8]=O)[CH2:7][CH2:6]1.[NH2:10][C:11]1[C:16]([NH2:17])=[CH:15][C:14]([Br:18])=[CH:13][N:12]=1.[BH4-].[Na+], predict the reaction product. The product is: [Br:18][C:14]1[CH:15]=[C:16]([NH:17][CH2:8][CH:5]2[CH2:7][CH2:6]2)[C:11]([NH2:10])=[N:12][CH:13]=1. (5) Given the reactants [CH:1]([NH:4][C:5]1[CH:9]=[C:8]([NH2:10])[NH:7][N:6]=1)([CH3:3])[CH3:2].O.[N+:12]([CH:15]([CH:18]=O)[CH:16]=O)([O-:14])=[O:13].[Na].C(O)(=O)C, predict the reaction product. The product is: [CH:1]([NH:4][C:5]1[C:9]2[C:8](=[N:10][CH:16]=[C:15]([N+:12]([O-:14])=[O:13])[CH:18]=2)[NH:7][N:6]=1)([CH3:3])[CH3:2]. (6) Given the reactants [NH2:1][C:2]1[CH:7]=[CH:6][C:5]([CH3:8])=[CH:4][CH:3]=1.I[C:10]1[CH:15]=[CH:14][C:13]([O:16][CH3:17])=[CH:12][CH:11]=1.CC(C)([O-])C.[Na+].C1(C(C2C=CC=CC=2)=C(P(C2CCCCC2)C2CCCCC2)C)C=CC=CC=1.[Cl-].[NH4+], predict the reaction product. The product is: [CH3:17][O:16][C:13]1[CH:14]=[CH:15][C:10]([NH:1][C:2]2[CH:7]=[CH:6][C:5]([CH3:8])=[CH:4][CH:3]=2)=[CH:11][CH:12]=1. (7) Given the reactants [Cr](Cl)([O-])(=O)=O.[OH:6][CH:7]([CH3:32])[CH2:8][CH2:9][CH2:10][C:11]1[CH:16]=[CH:15][C:14]([CH2:17][CH2:18][CH2:19][CH2:20][NH:21][C:22](=[O:31])[O:23][CH2:24][C:25]2[CH:30]=[CH:29][CH:28]=[CH:27][CH:26]=2)=[CH:13][CH:12]=1, predict the reaction product. The product is: [O:6]=[C:7]([CH3:32])[CH2:8][CH2:9][CH2:10][C:11]1[CH:16]=[CH:15][C:14]([CH2:17][CH2:18][CH2:19][CH2:20][NH:21][C:22](=[O:31])[O:23][CH2:24][C:25]2[CH:26]=[CH:27][CH:28]=[CH:29][CH:30]=2)=[CH:13][CH:12]=1. (8) Given the reactants C[O:2][C:3]1[CH:8]=[CH:7][C:6]([CH2:9][CH2:10][C:11]2[CH:16]=[CH:15][CH:14]=[CH:13][C:12]=2[C:17]2[N:22]=[C:21]([N:23]3[C:27]([C:28]([F:31])([F:30])[F:29])=[C:26]([C:32]([O:34][CH2:35][CH3:36])=[O:33])[CH:25]=[N:24]3)[CH:20]=[CH:19][CH:18]=2)=[CH:5][CH:4]=1.B(Br)(Br)Br.N1C=CC=CC=1.[F:47][C:48]([F:61])([F:60])[S:49](O[S:49]([C:48]([F:61])([F:60])[F:47])(=[O:51])=[O:50])(=[O:51])=[O:50], predict the reaction product. The product is: [F:31][C:28]([F:30])([F:29])[C:27]1[N:23]([C:21]2[CH:20]=[CH:19][CH:18]=[C:17]([C:12]3[CH:13]=[CH:14][CH:15]=[CH:16][C:11]=3[CH2:10][CH2:9][C:6]3[CH:5]=[CH:4][C:3]([O:2][S:49]([C:48]([F:61])([F:60])[F:47])(=[O:51])=[O:50])=[CH:8][CH:7]=3)[N:22]=2)[N:24]=[CH:25][C:26]=1[C:32]([O:34][CH2:35][CH3:36])=[O:33]. (9) Given the reactants [Cl:1][C:2]1[CH:3]=[C:4]([CH:19]=[CH:20][C:21]=1[Cl:22])[O:5][C:6]1[CH:11]=[CH:10][C:9]([N+:12]([O-:14])=[O:13])=[CH:8][C:7]=1[CH:15]([NH:17][CH3:18])[CH3:16].[C:34]([O:33][C:31](O[C:31]([O:33][C:34]([CH3:37])([CH3:36])[CH3:35])=[O:32])=[O:32])([CH3:37])([CH3:36])[CH3:35].C(N(CC)CC)C, predict the reaction product. The product is: [C:34]([O:33][C:31](=[O:32])[N:17]([CH:15]([C:7]1[CH:8]=[C:9]([N+:12]([O-:14])=[O:13])[CH:10]=[CH:11][C:6]=1[O:5][C:4]1[CH:19]=[CH:20][C:21]([Cl:22])=[C:2]([Cl:1])[CH:3]=1)[CH3:16])[CH3:18])([CH3:35])([CH3:36])[CH3:37]. (10) Given the reactants [NH2:1][CH2:2][C:3]([OH:5])=[O:4].[O-2].[Ca+2:7], predict the reaction product. The product is: [NH2:1][CH2:2][C:3]([O-:5])=[O:4].[NH2:1][CH2:2][C:3]([OH:5])=[O:4].[NH2:1][CH2:2][C:3]([O-:5])=[O:4].[Ca+2:7].